This data is from Catalyst prediction with 721,799 reactions and 888 catalyst types from USPTO. The task is: Predict which catalyst facilitates the given reaction. (1) The catalyst class is: 354. Product: [NH2:1][CH2:4][C@@H:5]([N:13]([CH3:21])[C:14](=[O:20])[O:15][C:16]([CH3:17])([CH3:19])[CH3:18])[CH2:6][C@H:7]1[CH2:12][CH2:11][CH2:10][O:9][CH2:8]1. Reactant: [N:1]([CH2:4][C@@H:5]([N:13]([CH3:21])[C:14](=[O:20])[O:15][C:16]([CH3:19])([CH3:18])[CH3:17])[CH2:6][C@H:7]1[CH2:12][CH2:11][CH2:10][O:9][CH2:8]1)=[N+]=[N-].[H][H]. (2) Reactant: [NH2:1][C:2](=[N:36][C:37](=[O:44])[C:38]1[CH:43]=[CH:42][CH:41]=[CH:40][CH:39]=1)[C:3]1[CH:8]=[CH:7][C:6]([NH:9][CH:10]([C:23]2[CH:28]=[C:27]([O:29][CH3:30])[CH:26]=[C:25]([O:31][CH2:32][CH2:33][OH:34])[C:24]=2[F:35])[C:11]2[NH:15][C:14](=[O:16])[N:13]([C:17]3[N:22]=[CH:21][CH:20]=[CH:19][N:18]=3)[N:12]=2)=[CH:5][CH:4]=1.CN(C=O)C.C(=O)([O-])[O-].[Cs+].[Cs+].Cl[CH2:57][O:58][C:59](=[O:66])[C:60]([CH3:65])([CH3:64])[CH2:61][O:62][CH3:63]. Product: [NH2:1][C:2](=[N:36][C:37](=[O:44])[C:38]1[CH:39]=[CH:40][CH:41]=[CH:42][CH:43]=1)[C:3]1[CH:8]=[CH:7][C:6]([NH:9][CH:10]([C:23]2[CH:28]=[C:27]([O:29][CH3:30])[CH:26]=[C:25]([O:31][CH2:32][CH2:33][OH:34])[C:24]=2[F:35])[C:11]2[N:15]=[C:14]([O:16][CH2:57][O:58][C:59](=[O:66])[C:60]([CH3:65])([CH3:64])[CH2:61][O:62][CH3:63])[N:13]([C:17]3[N:18]=[CH:19][CH:20]=[CH:21][N:22]=3)[N:12]=2)=[CH:5][CH:4]=1. The catalyst class is: 69. (3) Reactant: NC1C=NC=CC=1[C@H]1CCC[C@@H](N2C(=O)C3C(=CC=CC=3)C2=O)C1.NC1C=NC=CC=1[C@@H]1CCC[C@H](N2C(=O)C3C(=CC=CC=3)C2=O)C1.[N:49]([C:52]1[CH:53]=[N:54][CH:55]=[CH:56][C:57]=1[C@@H:58]1[CH2:63][CH2:62][CH2:61][C@H:60]([N:64]2[C:72](=[O:73])[C:71]3[C:66](=[CH:67][CH:68]=[CH:69][CH:70]=3)[C:65]2=[O:74])[CH2:59]1)=[N+:50]=[N-:51].OS(O)(=O)=O.N([O-])=O.[Na+].[N-]=[N+]=[N-].[Na+].C([O-])([O-])=O.[Na+].[Na+].N#N. Product: [N:49]([C:52]1[CH:53]=[N:54][CH:55]=[CH:56][C:57]=1[C@H:58]1[CH2:63][CH2:62][CH2:61][C@@H:60]([N:64]2[C:72](=[O:73])[C:71]3[C:66](=[CH:67][CH:68]=[CH:69][CH:70]=3)[C:65]2=[O:74])[CH2:59]1)=[N+:50]=[N-:51].[N:49]([C:52]1[CH:53]=[N:54][CH:55]=[CH:56][C:57]=1[C@@H:58]1[CH2:63][CH2:62][CH2:61][C@H:60]([N:64]2[C:72](=[O:73])[C:71]3[C:66](=[CH:67][CH:68]=[CH:69][CH:70]=3)[C:65]2=[O:74])[CH2:59]1)=[N+:50]=[N-:51]. The catalyst class is: 283. (4) Reactant: [CH3:1][S:2][C:3]1[N:8]=[C:7](Cl)[C:6]([C:10]2[CH:15]=[CH:14][CH:13]=[CH:12][CH:11]=2)=[CH:5][N:4]=1.[CH3:16][NH2:17].C(Cl)Cl.CO. Product: [CH3:1][S:2][C:3]1[N:8]=[C:7]([NH:17][CH3:16])[C:6]([C:10]2[CH:15]=[CH:14][CH:13]=[CH:12][CH:11]=2)=[CH:5][N:4]=1. The catalyst class is: 8. (5) Reactant: C([N:8]1[CH2:16][C:15]2[C:10](=[CH:11][CH:12]=[CH:13][C:14]=2[O:17][CH3:18])[CH2:9]1)C1C=CC=CC=1. Product: [CH3:18][O:17][C:14]1[CH:13]=[CH:12][CH:11]=[C:10]2[C:15]=1[CH2:16][NH:8][CH2:9]2. The catalyst class is: 19. (6) Reactant: Cl.[CH2:2]([N:9]1[CH2:16][CH2:15][C:12]2([CH2:14][CH2:13]2)[C:11](=[O:17])[CH2:10]1)[C:3]1[CH:8]=[CH:7][CH:6]=[CH:5][CH:4]=1.[OH-].[Na+].[Cl-].[Mg+2].[Cl-]. Product: [CH2:2]([N:9]1[CH2:16][CH2:15][C:12]2([CH2:13][CH2:14]2)[C@H:11]([OH:17])[CH2:10]1)[C:3]1[CH:4]=[CH:5][CH:6]=[CH:7][CH:8]=1. The catalyst class is: 41. (7) Reactant: Br[C:2]1[CH:11]=[C:10]2[C:5]([CH2:6][CH2:7][CH:8]([NH2:12])[CH2:9]2)=[CH:4][CH:3]=1.[CH3:13][C:14]([O:17][C:18](O[C:18]([O:17][C:14]([CH3:16])([CH3:15])[CH3:13])=[O:19])=[O:19])([CH3:16])[CH3:15]. Product: [CH3:14][O:17][C:18]([C:2]1[CH:3]=[CH:4][C:5]2[CH2:6][CH2:7][CH:8]([NH:12][C:18]([O:17][C:14]([CH3:16])([CH3:15])[CH3:13])=[O:19])[CH2:9][C:10]=2[CH:11]=1)=[O:19]. The catalyst class is: 14. (8) The catalyst class is: 83. Reactant: [C:1]([O:5][C:6]([NH:8][CH:9]1[CH2:14][CH2:13][CH2:12][CH:11]([C:15](O)=[O:16])[CH2:10]1)=[O:7])([CH3:4])([CH3:3])[CH3:2].C(N(CC)CC)C.ClC(OCC)=O.[BH4-].[Na+]. Product: [OH:16][CH2:15][CH:11]1[CH2:12][CH2:13][CH2:14][CH:9]([NH:8][C:6](=[O:7])[O:5][C:1]([CH3:3])([CH3:2])[CH3:4])[CH2:10]1. (9) Reactant: [OH:1][C:2]1[CH:3]=[C:4]([CH:9]=[CH:10][C:11]=1[N+:12]([O-])=O)[C:5]([O:7][CH3:8])=[O:6].[H][H].O.[C:18](OC(=O)C)(=[O:20])[CH3:19]. Product: [C:18]([NH:12][C:11]1[CH:10]=[CH:9][C:4]([C:5]([O:7][CH3:8])=[O:6])=[CH:3][C:2]=1[OH:1])(=[O:20])[CH3:19]. The catalyst class is: 123. (10) Reactant: C(=O)([O-])[O-].[K+].[K+].Br[CH2:8][CH2:9][CH2:10][O:11][Si:12]([C:15]([CH3:18])([CH3:17])[CH3:16])([CH3:14])[CH3:13].[Br:19][C:20]1[CH:25]=[CH:24][C:23]([SH:26])=[CH:22][CH:21]=1.O. Product: [Br:19][C:20]1[CH:25]=[CH:24][C:23]([S:26][CH2:8][CH2:9][CH2:10][O:11][Si:12]([C:15]([CH3:18])([CH3:17])[CH3:16])([CH3:14])[CH3:13])=[CH:22][CH:21]=1. The catalyst class is: 9.